Task: Regression/Classification. Given a drug SMILES string, predict its absorption, distribution, metabolism, or excretion properties. Task type varies by dataset: regression for continuous measurements (e.g., permeability, clearance, half-life) or binary classification for categorical outcomes (e.g., BBB penetration, CYP inhibition). Dataset: cyp2d6_veith.. Dataset: CYP2D6 inhibition data for predicting drug metabolism from PubChem BioAssay (1) The molecule is Cc1ccccc1-c1nccc(NCc2cccnc2)n1. The result is 1 (inhibitor). (2) The molecule is CCC/C=C(\CCC)C(NS(=O)(=O)c1ccc(C(F)(F)F)cc1)c1ccc(-c2ccccc2)cc1. The result is 0 (non-inhibitor). (3) The drug is C[C@@H](C(=O)NCC1CC1)[C@@H]1C[C@@]1(C)[C@@H](NC(=O)OCc1ccccc1)c1ccccc1. The result is 1 (inhibitor). (4) The molecule is Cc1nn(Cc2ccc(Cl)cc2)c(C)c1NC(=O)Cn1nc([N+](=O)[O-])c(Cl)c1C. The result is 0 (non-inhibitor). (5) The molecule is COc1ncc2nc(CCc3ccccc3)c(=O)n(-c3ccccc3)c2n1. The result is 0 (non-inhibitor). (6) The compound is C[C@@]12C=CC(=O)C=C1CC[C@@H]1[C@@H]2[C@H](O)C[C@]2(C)[C@@H]1CC[C@]2(O)C(=O)CO. The result is 0 (non-inhibitor). (7) The result is 0 (non-inhibitor). The drug is CC(C)=CCc1c2c(c3occ(-c4ccc(O)c(O)c4)c(=O)c3c1O)C=CC(C)(C)O2. (8) The compound is O=C(O)C[C@H](Cc1ccccc1Cl)C(=O)O. The result is 0 (non-inhibitor). (9) The molecule is CCOc1ccc(CSC(CC(=O)O)C(=O)O)cc1. The result is 0 (non-inhibitor). (10) The result is 0 (non-inhibitor). The drug is CC1(C)CCC(C)(C)c2c1ccc(O)c2Cc1c(O)ccc2c1C(C)(C)CCC2(C)C.